This data is from Catalyst prediction with 721,799 reactions and 888 catalyst types from USPTO. The task is: Predict which catalyst facilitates the given reaction. Reactant: [Cl:1][C:2]1[CH:3]=[CH:4][C:5]2[S:9][C:8](=[O:10])[N:7]([CH2:11][CH2:12][CH2:13][CH:14]=[CH2:15])[C:6]=2[CH:16]=1.[Cl:17][CH2:18][C:19](=[O:24])[C:20](Cl)=[N:21][OH:22].C(=O)([O-])[O-].[Na+].[Na+]. Product: [Cl:1][C:2]1[CH:3]=[CH:4][C:5]2[S:9][C:8](=[O:10])[N:7]([CH2:11][CH2:12][CH2:13][CH:14]3[O:22][N:21]=[C:20]([C:19](=[O:24])[CH2:18][Cl:17])[CH2:15]3)[C:6]=2[CH:16]=1. The catalyst class is: 47.